Dataset: Retrosynthesis with 50K atom-mapped reactions and 10 reaction types from USPTO. Task: Predict the reactants needed to synthesize the given product. (1) The reactants are: COCc1cc(C(=O)O)cc(-c2ccc(C)cn2)c1.Cc1ncc([C@@H](C)N)cn1. Given the product COCc1cc(C(=O)N[C@H](C)c2cnc(C)nc2)cc(-c2ccc(C)cn2)c1, predict the reactants needed to synthesize it. (2) Given the product COCCN(CC(=O)Oc1cccc(C)c1)C(=O)[C@H](CCCNC(=N)N)NS(=O)(=O)c1ccc2cc(OC)c(OC)cc2c1, predict the reactants needed to synthesize it. The reactants are: COCCN(CC(=O)Cl)C(=O)[C@H](CCCNC(=N)N)NS(=O)(=O)c1ccc2cc(OC)c(OC)cc2c1.Cc1cccc(O)c1. (3) Given the product CCS(=O)(=O)c1c(CN)cc(Cl)cc1OC, predict the reactants needed to synthesize it. The reactants are: CCS(=O)(=O)c1c(CNC(=O)OC(C)(C)C)cc(Cl)cc1OC. (4) Given the product C=C[C@@H]1C[C@]1(NC(=O)[C@@H]1C[C@@H](OC(=O)N2Cc3cccc(F)c3C2)CN1C(=O)OC(C)(C)C)C(=O)NS(=O)(=O)C1(CCCCCCCCCCCC(=O)OC)CC1, predict the reactants needed to synthesize it. The reactants are: C=C[C@@H]1C[C@]1(N)C(=O)NS(=O)(=O)C1(CCCCCCCCCCCC(=O)OC)CC1.CC(C)(C)OC(=O)N1C[C@H](OC(=O)N2Cc3cccc(F)c3C2)C[C@H]1C(=O)O. (5) Given the product O=C(O)CC1Cc2nc(C(=O)N3CCN(S(=O)(=O)c4ccc5cc(Cl)ccc5c4)CC3)sc2CN1, predict the reactants needed to synthesize it. The reactants are: CC(C)(C)OC(=O)CC1Cc2nc(C(=O)N3CCN(S(=O)(=O)c4ccc5cc(Cl)ccc5c4)CC3)sc2CN1. (6) Given the product Cc1cn(-c2ccc(Nc3ncn(-c4ccccc4Cl)n3)cc2C#N)cn1, predict the reactants needed to synthesize it. The reactants are: Cc1cn(-c2ccc(Br)cc2C#N)cn1.Nc1ncn(-c2ccccc2Cl)n1.